Regression. Given two drug SMILES strings and cell line genomic features, predict the synergy score measuring deviation from expected non-interaction effect. From a dataset of NCI-60 drug combinations with 297,098 pairs across 59 cell lines. Drug 1: C1CCC(CC1)NC(=O)N(CCCl)N=O. Drug 2: CN(C)C1=NC(=NC(=N1)N(C)C)N(C)C. Cell line: ACHN. Synergy scores: CSS=18.9, Synergy_ZIP=10.9, Synergy_Bliss=12.8, Synergy_Loewe=2.56, Synergy_HSA=9.12.